From a dataset of Reaction yield outcomes from USPTO patents with 853,638 reactions. Predict the reaction yield, written as a fraction of the theoretical maximum amount of product (1.0 means a 100% yield; for example, 0.34 means a 34% yield). The reactants are [O:1]1[C:5]2[CH:6]=[C:7]([CH2:10]O)[CH:8]=[CH:9][C:4]=2[CH2:3][CH2:2]1.O=S(Cl)[Cl:14]. The catalyst is C(Cl)(Cl)Cl. The product is [Cl:14][CH2:10][C:7]1[CH:8]=[CH:9][C:4]2[CH2:3][CH2:2][O:1][C:5]=2[CH:6]=1. The yield is 0.800.